Dataset: Catalyst prediction with 721,799 reactions and 888 catalyst types from USPTO. Task: Predict which catalyst facilitates the given reaction. (1) Reactant: C(C(CCCC)CO)C.[CH2:10]([NH:18][C:19](=[S:29])OCC(CC)CCCC)[CH2:11][CH2:12][CH2:13][CH2:14][CH2:15][CH2:16][CH3:17]. Product: [CH2:10]([NH2:18])[CH2:11][CH2:12][CH2:13][CH2:14][CH2:15][CH2:16][CH3:17].[CH2:10]([N:18]=[C:19]=[S:29])[CH2:11][CH2:12][CH2:13][CH2:14][CH2:15][CH2:16][CH3:17]. The catalyst class is: 6. (2) The catalyst class is: 167. Product: [F:14][C:13]([F:16])([F:15])[C:12]([C:7]1[CH:6]=[CH:5][C:4]2[C:9](=[CH:10][CH:11]=[C:2]([C:55]([O:61][CH3:60])=[O:56])[CH:3]=2)[N:8]=1)([CH3:18])[CH3:17]. Reactant: Br[C:2]1[CH:3]=[C:4]2[C:9](=[CH:10][CH:11]=1)[N:8]=[C:7]([C:12]([CH3:18])([CH3:17])[C:13]([F:16])([F:15])[F:14])[CH:6]=[CH:5]2.C(N(CC)CC)C.C1(P(C2C=CC=CC=2)CCCP(C2C=CC=CC=2)C2C=CC=CC=2)C=CC=CC=1.[CH3:55][OH:56].CN([CH:60]=[O:61])C. (3) Reactant: [Cl:1][C:2]1[CH:7]=[CH:6][C:5]([C:8]([F:11])([F:10])[F:9])=[CH:4][C:3]=1[C@H:12]1[N:16]([C:17]([O:19][C:20]([CH3:23])([CH3:22])[CH3:21])=[O:18])[C@H:15]([C:24](OCC)=[O:25])[CH2:14][CH2:13]1.Br[C:30]1[CH:35]=[C:34]([C:36]([F:39])([F:38])[F:37])[CH:33]=[C:32]([C:40]([F:43])([F:42])[F:41])[CH:31]=1.[Li]CCCC. Product: [F:41][C:40]([F:43])([F:42])[C:32]1[CH:31]=[C:30]([CH:35]=[C:34]([C:36]([F:39])([F:38])[F:37])[CH:33]=1)[C:24]([C@@H:15]1[CH2:14][CH2:13][C@@H:12]([C:3]2[CH:4]=[C:5]([C:8]([F:10])([F:9])[F:11])[CH:6]=[CH:7][C:2]=2[Cl:1])[N:16]1[C:17]([O:19][C:20]([CH3:23])([CH3:22])[CH3:21])=[O:18])=[O:25]. The catalyst class is: 27. (4) Product: [C:26]([O:25][C:23](=[O:24])[NH:15][C@@H:13]([C:9]1[CH:8]=[CH:7][C:6]2[C:11](=[CH:12][C:3]([Br:2])=[CH:4][CH:5]=2)[N:10]=1)[CH3:14])([CH3:29])([CH3:28])[CH3:27]. The catalyst class is: 112. Reactant: Cl.[Br:2][C:3]1[CH:12]=[C:11]2[C:6]([CH:7]=[CH:8][C:9]([C@H:13]([NH2:15])[CH3:14])=[N:10]2)=[CH:5][CH:4]=1.C(N(CC)CC)C.[C:23](O[C:23]([O:25][C:26]([CH3:29])([CH3:28])[CH3:27])=[O:24])([O:25][C:26]([CH3:29])([CH3:28])[CH3:27])=[O:24]. (5) The catalyst class is: 7. Product: [Br:1][C:2]1[CH:3]=[C:4]([CH:8]([O:10][Si:11]([C:14]([CH3:16])([CH3:15])[CH3:17])([CH3:13])[CH3:12])[CH3:9])[CH:5]=[C:6]([B:21]2[O:22][C:23]([CH3:25])([CH3:24])[C:19]([CH3:35])([CH3:18])[O:20]2)[CH:7]=1. Reactant: [Br:1][C:2]1[CH:3]=[C:4]([CH:8]([O:10][Si:11]([C:14]([CH3:17])([CH3:16])[CH3:15])([CH3:13])[CH3:12])[CH3:9])[CH:5]=[CH:6][CH:7]=1.[CH3:18][C:19]1([CH3:35])[C:23]([CH3:25])([CH3:24])[O:22][B:21]([B:21]2[O:22][C:23]([CH3:25])([CH3:24])[C:19]([CH3:35])([CH3:18])[O:20]2)[O:20]1.C(C1C=CN=C(C2C=C(C(C)(C)C)C=CN=2)C=1)(C)(C)C. (6) Reactant: [Br:1][C:2]1[CH:7]=[CH:6][CH:5]=[CH:4][C:3]=1[NH:8][C:9](=[S:18])[C:10]1[CH:15]=[CH:14][C:13]([O:16][CH3:17])=[CH:12][CH:11]=1.[OH-].[Na+]. Product: [Br:1][C:2]1[C:3]2[N:8]=[C:9]([C:10]3[CH:11]=[CH:12][C:13]([O:16][CH3:17])=[CH:14][CH:15]=3)[S:18][C:4]=2[CH:5]=[CH:6][CH:7]=1. The catalyst class is: 40.